This data is from Forward reaction prediction with 1.9M reactions from USPTO patents (1976-2016). The task is: Predict the product of the given reaction. (1) Given the reactants [F:1][C:2]1[CH:30]=[CH:29][C:5]([NH:6][C:7]2[CH:19]=[C:18]([N:20]3[C:28]4[C:23](=[CH:24][CH:25]=[CH:26][CH:27]=4)[CH:22]=[CH:21]3)[CH:17]=[CH:16][C:8]=2[C:9]([O:11]C(C)(C)C)=[O:10])=[CH:4][CH:3]=1.O1CCOCC1.[OH-].[Na+].Cl, predict the reaction product. The product is: [F:1][C:2]1[CH:30]=[CH:29][C:5]([NH:6][C:7]2[CH:19]=[C:18]([N:20]3[C:28]4[C:23](=[CH:24][CH:25]=[CH:26][CH:27]=4)[CH:22]=[CH:21]3)[CH:17]=[CH:16][C:8]=2[C:9]([OH:11])=[O:10])=[CH:4][CH:3]=1. (2) Given the reactants C(OC([N:8]1[CH2:13][CH2:12][CH2:11][CH:10]([NH:14][C@H:15]([C:20]([O:22][CH:23]2[CH2:27][CH2:26][CH2:25][CH2:24]2)=[O:21])[CH2:16][CH:17]([CH3:19])[CH3:18])[CH2:9]1)=O)(C)(C)C.[ClH:28], predict the reaction product. The product is: [ClH:28].[ClH:28].[NH:8]1[CH2:13][CH2:12][CH2:11][CH:10]([NH:14][C@H:15]([C:20]([O:22][CH:23]2[CH2:24][CH2:25][CH2:26][CH2:27]2)=[O:21])[CH2:16][CH:17]([CH3:19])[CH3:18])[CH2:9]1. (3) Given the reactants [Br:1][C:2]1[S:3][C:4]([C:15]([O:17]C)=[O:16])=[C:5]([C:7]2[CH:12]=[CH:11][C:10]([O:13][CH3:14])=[CH:9][CH:8]=2)[N:6]=1.O.[OH-].[Li+], predict the reaction product. The product is: [Br:1][C:2]1[S:3][C:4]([C:15]([OH:17])=[O:16])=[C:5]([C:7]2[CH:8]=[CH:9][C:10]([O:13][CH3:14])=[CH:11][CH:12]=2)[N:6]=1. (4) The product is: [NH2:1][C:2]1[C:3]2[N:4]([C:8]([C@H:12]3[CH2:17][N:16]([C:18]([O:20][CH2:21][C:22]4[CH:27]=[CH:26][CH:25]=[CH:24][CH:23]=4)=[O:19])[C@H:15]([CH2:28][O:29][CH3:30])[CH2:14][CH2:13]3)=[N:9][C:10]=2[C:39]2[CH:57]=[CH:56][C:42]([C:43](=[O:44])[NH:45][C:46]3[CH:51]=[C:50]([C:52]([F:53])([F:54])[F:55])[CH:49]=[CH:48][N:47]=3)=[CH:41][CH:40]=2)[CH:5]=[CH:6][N:7]=1. Given the reactants [NH2:1][C:2]1[C:3]2[N:4]([C:8]([C@H:12]3[CH2:17][N:16]([C:18]([O:20][CH2:21][C:22]4[CH:27]=[CH:26][CH:25]=[CH:24][CH:23]=4)=[O:19])[C@H:15]([CH2:28][O:29][CH3:30])[CH2:14][CH2:13]3)=[N:9][C:10]=2Br)[CH:5]=[CH:6][N:7]=1.CC1(C)C(C)(C)OB([C:39]2[CH:57]=[CH:56][C:42]([C:43]([NH:45][C:46]3[CH:51]=[C:50]([C:52]([F:55])([F:54])[F:53])[CH:49]=[CH:48][N:47]=3)=[O:44])=[CH:41][CH:40]=2)O1.C([O-])([O-])=O.[K+].[K+], predict the reaction product. (5) Given the reactants [CH2:1]([O:8][C:9]([NH:11][C@@H:12]([CH2:17][O:18][CH:19]([CH3:21])[CH3:20])[C:13](OC)=[O:14])=[O:10])[C:2]1[CH:7]=[CH:6][CH:5]=[CH:4][CH:3]=1.[BH4-].[Na+], predict the reaction product. The product is: [OH:14][CH2:13][C@@H:12]([NH:11][C:9](=[O:10])[O:8][CH2:1][C:2]1[CH:7]=[CH:6][CH:5]=[CH:4][CH:3]=1)[CH2:17][O:18][CH:19]([CH3:20])[CH3:21]. (6) Given the reactants [CH2:1]([N:3]1[C:7]2[CH:8]=[CH:9][C:10]([C:12]3[C:13]([C:20]4[CH:21]=[C:22]([CH3:26])[CH:23]=[CH:24][CH:25]=4)=[N:14][N:15]([CH2:17][CH:18]=O)[CH:16]=3)=[CH:11][C:6]=2[N:5]([CH2:27][CH3:28])[C:4]1=[O:29])[CH3:2].[CH3:30][O:31][CH2:32][CH2:33][NH2:34], predict the reaction product. The product is: [CH2:1]([N:3]1[C:7]2[CH:8]=[CH:9][C:10]([C:12]3[C:13]([C:20]4[CH:21]=[C:22]([CH3:26])[CH:23]=[CH:24][CH:25]=4)=[N:14][N:15]([CH2:17][CH2:18][NH:34][CH2:33][CH2:32][O:31][CH3:30])[CH:16]=3)=[CH:11][C:6]=2[N:5]([CH2:27][CH3:28])[C:4]1=[O:29])[CH3:2].